From a dataset of Full USPTO retrosynthesis dataset with 1.9M reactions from patents (1976-2016). Predict the reactants needed to synthesize the given product. (1) Given the product [ClH:1].[C:19]1([C:17]2[N:18]=[C:14]([C@H:12]3[CH2:11][C:4]4[C:5]5[C:10](=[CH:9][CH:8]=[CH:7][CH:6]=5)[NH:2][C:3]=4[C:36]4([CH2:37][CH2:38][N:33]([C:25](=[O:32])[C:26]5[CH:31]=[CH:30][CH:29]=[CH:28][CH:27]=5)[CH2:34][CH2:35]4)[NH:13]3)[NH:15][CH:16]=2)[CH:24]=[CH:23][CH:22]=[CH:21][CH:20]=1, predict the reactants needed to synthesize it. The reactants are: [ClH:1].[NH:2]1[C:10]2[C:5](=[CH:6][CH:7]=[CH:8][CH:9]=2)[C:4]([CH2:11][C@H:12]([C:14]2[NH:15][CH:16]=[C:17]([C:19]3[CH:24]=[CH:23][CH:22]=[CH:21][CH:20]=3)[N:18]=2)[NH2:13])=[CH:3]1.[C:25]([N:33]1[CH2:38][CH2:37][C:36](=O)[CH2:35][CH2:34]1)(=[O:32])[C:26]1[CH:31]=[CH:30][CH:29]=[CH:28][CH:27]=1. (2) Given the product [Cl:1][C:2]1[C:11]2[C:6](=[CH:7][C:8]([O:13][CH3:14])=[C:9]([O:12][CH2:23][CH2:22][CH2:21][N:15]3[CH2:20][CH2:19][O:18][CH2:17][CH2:16]3)[CH:10]=2)[N:5]=[CH:4][N:3]=1, predict the reactants needed to synthesize it. The reactants are: [Cl:1][C:2]1[C:11]2[C:6](=[CH:7][C:8]([O:13][CH3:14])=[C:9]([OH:12])[CH:10]=2)[N:5]=[CH:4][N:3]=1.[N:15]1([CH2:21][CH2:22][CH2:23]O)[CH2:20][CH2:19][O:18][CH2:17][CH2:16]1.